Dataset: Catalyst prediction with 721,799 reactions and 888 catalyst types from USPTO. Task: Predict which catalyst facilitates the given reaction. (1) Reactant: [C:1]([O:5][C:6]([NH:8][CH2:9][C:10]([N:12]1[CH2:17][CH2:16][C:15]([CH2:21][OH:22])([C:18]([OH:20])=O)[CH2:14][CH2:13]1)=[O:11])=[O:7])([CH3:4])([CH3:3])[CH3:2].CN(C(ON1N=NC2C=CC=CC1=2)=[N+](C)C)C.F[P-](F)(F)(F)(F)F.[NH2:47][CH2:48][C:49]1[C:54]([CH3:55])=[CH:53][CH:52]=[CH:51][N:50]=1.CCN(C(C)C)C(C)C. Product: [OH:22][CH2:21][C:15]1([C:18](=[O:20])[NH:47][CH2:48][C:49]2[C:54]([CH3:55])=[CH:53][CH:52]=[CH:51][N:50]=2)[CH2:14][CH2:13][N:12]([C:10](=[O:11])[CH2:9][NH:8][C:6](=[O:7])[O:5][C:1]([CH3:4])([CH3:3])[CH3:2])[CH2:17][CH2:16]1. The catalyst class is: 3. (2) Reactant: [F:1][C:2]1[CH:7]=[CH:6][C:5]([C:8](=[O:10])[CH3:9])=[C:4]([OH:11])[CH:3]=1.C(=O)([O-])[O-].[K+].[K+].[CH2:18](Br)[CH:19]=[CH2:20].O. Product: [CH2:20]([O:11][C:4]1[CH:3]=[C:2]([F:1])[CH:7]=[CH:6][C:5]=1[C:8](=[O:10])[CH3:9])[CH:19]=[CH2:18]. The catalyst class is: 9. (3) The catalyst class is: 2. Product: [Cl:8][C:9]1[CH:10]=[CH:11][C:12]([C:15]2[N:19]([C:20]3[CH:25]=[CH:24][C:23]([Cl:26])=[CH:22][C:21]=3[Cl:27])[N:18]=[C:17]([C:28](=[NH:31])[NH:29][O:30][C:39]([CH:33]3[CH2:38][CH2:37][CH2:36][CH2:35][CH2:34]3)=[O:40])[C:16]=2[CH3:32])=[CH:13][CH:14]=1. Reactant: CN1CCOCC1.[Cl:8][C:9]1[CH:14]=[CH:13][C:12]([C:15]2[N:19]([C:20]3[CH:25]=[CH:24][C:23]([Cl:26])=[CH:22][C:21]=3[Cl:27])[N:18]=[C:17]([C:28](=[NH:31])[NH:29][OH:30])[C:16]=2[CH3:32])=[CH:11][CH:10]=1.[CH:33]1([C:39](O)=[O:40])[CH2:38][CH2:37][CH2:36][CH2:35][CH2:34]1.C1C=CC2N(O)N=NC=2C=1.CCN=C=NCCCN(C)C. (4) Reactant: [CH3:1][C:2]1([CH3:18])[CH2:16][C:6]2[N:7]=[C:8]([N:10]3[CH2:15][CH2:14][O:13][CH2:12][CH2:11]3)[S:9][C:5]=2[C:4](=[O:17])[CH2:3]1.[H-].[H-].[H-].[H-].[Li+].[Al+3].[OH-].[Na+]. Product: [CH3:1][C:2]1([CH3:18])[CH2:16][C:6]2[N:7]=[C:8]([N:10]3[CH2:11][CH2:12][O:13][CH2:14][CH2:15]3)[S:9][C:5]=2[CH:4]([OH:17])[CH2:3]1. The catalyst class is: 1. (5) The catalyst class is: 166. Product: [F:17][C:18]1[CH:28]=[CH:27][CH:26]=[C:25]([F:29])[C:19]=1[CH:20]=[CH:21][C:22]([NH:1][C@H:2]([C:5]1[CH:14]=[CH:13][C:12]2[C:7](=[CH:8][C:9]([O:15][CH3:16])=[CH:10][CH:11]=2)[CH:6]=1)[CH2:3][OH:4])=[O:23]. Reactant: [NH2:1][C@H:2]([C:5]1[CH:14]=[CH:13][C:12]2[C:7](=[CH:8][C:9]([O:15][CH3:16])=[CH:10][CH:11]=2)[CH:6]=1)[CH2:3][OH:4].[F:17][C:18]1[CH:28]=[CH:27][CH:26]=[C:25]([F:29])[C:19]=1[CH:20]=[CH:21][C:22](O)=[O:23].CCN=C=NCCCN(C)C.Cl.C(N(CC)CC)C.